This data is from Forward reaction prediction with 1.9M reactions from USPTO patents (1976-2016). The task is: Predict the product of the given reaction. (1) Given the reactants B(F)(F)F.CCOCC.ClCCl.C[SiH](C)C.[CH2:17]([C@H:24]1[CH2:28][O:27][C:26](=[O:29])[N:25]1[C:30](=[O:60])[C@@H:31]([O:57][CH2:58][CH3:59])[C@@H:32]([C:34]1[CH:39]=[CH:38][C:37]([C:40]2[CH:45]=[CH:44][CH:43]=[C:42]([CH2:46][N:47]([CH3:56])[C:48](=[O:55])[C:49]3[CH:54]=[CH:53][CH:52]=[CH:51][CH:50]=3)[CH:41]=2)=[CH:36][CH:35]=1)O)[C:18]1[CH:23]=[CH:22][CH:21]=[CH:20][CH:19]=1, predict the reaction product. The product is: [CH2:17]([C@H:24]1[CH2:28][O:27][C:26](=[O:29])[N:25]1[C:30](=[O:60])[C@@H:31]([O:57][CH2:58][CH3:59])[CH2:32][C:34]1[CH:39]=[CH:38][C:37]([C:40]2[CH:45]=[CH:44][CH:43]=[C:42]([CH2:46][N:47]([CH3:56])[C:48](=[O:55])[C:49]3[CH:54]=[CH:53][CH:52]=[CH:51][CH:50]=3)[CH:41]=2)=[CH:36][CH:35]=1)[C:18]1[CH:23]=[CH:22][CH:21]=[CH:20][CH:19]=1. (2) The product is: [CH2:1]([N:5]([CH2:6][CH2:7][CH2:8][OH:9])[C:12](=[O:13])[CH2:11][Cl:10])[CH2:2][CH2:3][CH3:4]. Given the reactants [CH2:1]([NH:5][CH2:6][CH2:7][CH2:8][OH:9])[CH2:2][CH2:3][CH3:4].[Cl:10][CH2:11][C:12](O[C:12](=[O:13])[CH2:11][Cl:10])=[O:13], predict the reaction product. (3) Given the reactants [CH:1]([C:4]1[C:8]([CH2:9][CH2:10][CH2:11][OH:12])=[CH:7][N:6]([C:13]2[CH:18]=[CH:17][C:16]([C:19]([F:22])([F:21])[F:20])=[CH:15][N:14]=2)[N:5]=1)([CH3:3])[CH3:2].O[C:24]1[C:28]([CH2:29][C:30]([O:32]C)=[O:31])=[CH:27][N:26]([CH3:34])[N:25]=1.C(P(CCCC)CCCC)CCC.N(C(N1CCCCC1)=O)=NC(N1CCCCC1)=O, predict the reaction product. The product is: [CH:1]([C:4]1[C:8]([CH2:9][CH2:10][CH2:11][O:12][C:24]2[C:28]([CH2:29][C:30]([OH:32])=[O:31])=[CH:27][N:26]([CH3:34])[N:25]=2)=[CH:7][N:6]([C:13]2[CH:18]=[CH:17][C:16]([C:19]([F:21])([F:20])[F:22])=[CH:15][N:14]=2)[N:5]=1)([CH3:3])[CH3:2]. (4) Given the reactants Br[C:2]([C:6](=[O:11])[CH2:7][CH2:8][CH2:9][CH3:10])=[C:3]([CH3:5])[CH3:4].[S:12]1[CH:16]=[CH:15][C:14](B(O)O)=[CH:13]1.[O-]P([O-])([O-])=O.[K+].[K+].[K+], predict the reaction product. The product is: [S:12]1[CH:16]=[CH:15][C:14]([C:2]([C:6](=[O:11])[CH2:7][CH2:8][CH2:9][CH3:10])=[C:3]([CH3:5])[CH3:4])=[CH:13]1. (5) Given the reactants [CH3:1][C:2]1[CH:10]=[C:9]([CH3:11])[C:8]([C:12]2[NH:16][C:15]([C:17]3([CH3:21])[CH2:20][O:19][CH2:18]3)=[N:14][C:13]=2[CH3:22])=[CH:7][C:3]=1[C:4](O)=[O:5].CC1NC(C2C=C(C=CC=2C)C(O)=O)=C(C)N=1.Cl.[F:41][C:42]1([C:46]2[CH:53]=[CH:52][C:49]([C:50]#[N:51])=[CH:48][CH:47]=2)[CH2:45][NH:44][CH2:43]1.Cl.N1CC(C2C=CC(C#N)=CC=2)C1, predict the reaction product. The product is: [CH3:1][C:2]1[CH:10]=[C:9]([CH3:11])[C:8]([C:12]2[NH:16][C:15]([C:17]3([CH3:21])[CH2:20][O:19][CH2:18]3)=[N:14][C:13]=2[CH3:22])=[CH:7][C:3]=1[C:4]([N:44]1[CH2:43][C:42]([C:46]2[CH:47]=[CH:48][C:49]([C:50]#[N:51])=[CH:52][CH:53]=2)([F:41])[CH2:45]1)=[O:5]. (6) Given the reactants [F:1][C:2]1[CH:7]=[CH:6][C:5]([C:8]2[S:9][C:10]([C:13]([C:16]3[CH:21]=[CH:20][N:19]=[CH:18][CH:17]=3)([OH:15])[CH3:14])=[CH:11][N:12]=2)=[CH:4][CH:3]=1.[OH:22][S:23]([OH:26])(=[O:25])=[O:24], predict the reaction product. The product is: [S:23]([O-:26])([OH:25])(=[O:24])=[O:22].[F:1][C:2]1[CH:7]=[CH:6][C:5]([C:8]2[S:9][C:10]([C:13]([C:16]3[CH:17]=[CH:18][NH+:19]=[CH:20][CH:21]=3)([OH:15])[CH3:14])=[CH:11][N:12]=2)=[CH:4][CH:3]=1. (7) Given the reactants [CH3:1][O:2][C:3]1[CH:8]=[CH:7][CH:6]=[CH:5][C:4]=1[N:9]1[CH2:14][CH2:13][N:12]([CH2:15][C@H:16]([NH2:24])[CH2:17][C:18]2[CH:23]=[CH:22][N:21]=[CH:20][CH:19]=2)[CH2:11][CH2:10]1.C(N(CC)CC)C.[CH:32]1([C:38](Cl)=[O:39])[CH2:37][CH2:36][CH2:35][CH2:34][CH2:33]1, predict the reaction product. The product is: [CH3:1][O:2][C:3]1[CH:8]=[CH:7][CH:6]=[CH:5][C:4]=1[N:9]1[CH2:14][CH2:13][N:12]([CH2:15][C@H:16]([NH:24][C:38]([CH:32]2[CH2:37][CH2:36][CH2:35][CH2:34][CH2:33]2)=[O:39])[CH2:17][C:18]2[CH:19]=[CH:20][N:21]=[CH:22][CH:23]=2)[CH2:11][CH2:10]1.